Predict the reactants needed to synthesize the given product. From a dataset of Full USPTO retrosynthesis dataset with 1.9M reactions from patents (1976-2016). Given the product [NH2:41][C:42]1[C:73]([C:74]([F:76])([F:75])[F:77])=[CH:72][C:45]([CH2:46][C@@H:47]([CH2:51][C:52]([N:53]2[CH2:58][CH2:57][CH:56]([N:59]3[CH2:65][CH2:64][C:63]4[CH:66]=[CH:67][CH:68]=[CH:69][C:62]=4[NH:61][C:60]3=[O:70])[CH2:55][CH2:54]2)=[O:71])[C:48]([N:37]2[CH2:38][CH2:39][CH:34]([N:33]([CH3:40])[CH3:32])[CH2:35][CH2:36]2)=[O:49])=[CH:44][C:43]=1[Cl:78], predict the reactants needed to synthesize it. The reactants are: CN(C(ON1N=NC2C=CC=CC1=2)=[N+](C)C)C.[B-](F)(F)(F)F.C(N(C(C)C)C(C)C)C.[CH3:32][N:33]([CH3:40])[CH:34]1[CH2:39][CH2:38][NH:37][CH2:36][CH2:35]1.[NH2:41][C:42]1[C:73]([C:74]([F:77])([F:76])[F:75])=[CH:72][C:45]([CH2:46][C@@H:47]([CH2:51][C:52](=[O:71])[N:53]2[CH2:58][CH2:57][CH:56]([N:59]3[CH2:65][CH2:64][C:63]4[CH:66]=[CH:67][CH:68]=[CH:69][C:62]=4[NH:61][C:60]3=[O:70])[CH2:55][CH2:54]2)[C:48](O)=[O:49])=[CH:44][C:43]=1[Cl:78].C([O-])([O-])=O.[K+].[K+].